From a dataset of Catalyst prediction with 721,799 reactions and 888 catalyst types from USPTO. Predict which catalyst facilitates the given reaction. (1) Reactant: Br[C:2]1[CH:3]=[N:4][CH:5]=[CH:6][CH:7]=1.[C:8]([C:11]1[CH:16]=[CH:15][CH:14]=[CH:13][C:12]=1B(O)O)(=[O:10])[NH2:9].C(=O)([O-])[O-].[K+].[K+]. Product: [N:4]1[CH:5]=[CH:6][CH:7]=[C:2]([C:12]2[CH:13]=[CH:14][CH:15]=[CH:16][C:11]=2[C:8]([NH2:9])=[O:10])[CH:3]=1. The catalyst class is: 3. (2) Reactant: [NH2:1][C:2]1[N:7]=[CH:6][N:5]=[C:4]([O:8][C:9]2[C:10]([F:26])=[C:11]([C@H:16]([NH:19][S@@](C(C)(C)C)=O)[CH2:17][CH3:18])[CH:12]=[CH:13][C:14]=2[Cl:15])[CH:3]=1.Cl. Product: [ClH:15].[NH2:19][C@@H:16]([C:11]1[C:10]([F:26])=[C:9]([C:14]([Cl:15])=[CH:13][CH:12]=1)[O:8][C:4]1[N:5]=[CH:6][N:7]=[C:2]([NH2:1])[CH:3]=1)[CH2:17][CH3:18]. The catalyst class is: 25. (3) Reactant: [F:1][CH:2]([F:26])[CH2:3][N:4]1[CH2:21][CH:20]([C:22](=O)[C:23]#[CH:24])[O:19][C:6]2([CH2:11][CH2:10][N:9](C(OC(C)(C)C)=O)[CH2:8][CH2:7]2)[CH2:5]1.[NH2:27][NH2:28].Cl. Product: [F:1][CH:2]([F:26])[CH2:3][N:4]1[CH2:21][CH:20]([C:22]2[CH:23]=[CH:24][NH:28][N:27]=2)[O:19][C:6]2([CH2:11][CH2:10][NH:9][CH2:8][CH2:7]2)[CH2:5]1. The catalyst class is: 8. (4) Reactant: [H-].[Na+].[C:3]([O:11][CH2:12][CH3:13])(=[O:10])[CH2:4][C:5]([O:7][CH2:8][CH3:9])=[O:6].[Cl:14][C:15]1[C:20]([N+:21]([O-:23])=[O:22])=[CH:19][CH:18]=[C:17]([Cl:24])[N:16]=1.Cl. Product: [CH2:12]([O:11][C:3](=[O:10])[CH:4]([C:15]1[C:20]([N+:21]([O-:23])=[O:22])=[CH:19][CH:18]=[C:17]([Cl:24])[N:16]=1)[C:5]([O:7][CH2:8][CH3:9])=[O:6])[CH3:13].[CH2:12]([O:11][C:3](=[O:10])[CH:4]([C:17]1[CH:18]=[CH:19][C:20]([N+:21]([O-:23])=[O:22])=[C:15]([Cl:14])[N:16]=1)[C:5]([O:7][CH2:8][CH3:9])=[O:6])[CH3:13]. The catalyst class is: 149. (5) Reactant: [OH:1][C:2]1[CH:3]=[C:4]([CH:9]=[CH:10][CH:11]=1)[C:5]([O:7][CH3:8])=[O:6].C([O-])([O-])=O.[K+].[K+].Cl[CH2:19][CH2:20][N:21]([CH3:23])[CH3:22]. Product: [CH3:22][N:21]([CH3:23])[CH2:20][CH2:19][O:1][C:2]1[CH:3]=[C:4]([CH:9]=[CH:10][CH:11]=1)[C:5]([O:7][CH3:8])=[O:6]. The catalyst class is: 23. (6) Reactant: [Si:1]([O:18][CH2:19][C:20]1[C:25]([N:26]2[CH2:31][C@H:30]([CH3:32])[O:29][C@H:28]([CH3:33])[CH2:27]2)=[C:24]([F:34])[C:23]([F:35])=[CH:22][CH:21]=1)([C:14]([CH3:17])([CH3:16])[CH3:15])([C:8]1[CH:13]=[CH:12][CH:11]=[CH:10][CH:9]=1)[C:2]1[CH:7]=[CH:6][CH:5]=[CH:4][CH:3]=1.C([Li])(CC)C.[CH:41](=[O:48])[C:42]1[CH:47]=[CH:46][CH:45]=[CH:44][CH:43]=1. Product: [Si:1]([O:18][CH2:19][C:20]1[C:25]([N:26]2[CH2:31][C@H:30]([CH3:32])[O:29][C@H:28]([CH3:33])[CH2:27]2)=[C:24]([F:34])[C:23]([F:35])=[C:22]([CH:41]([C:42]2[CH:47]=[CH:46][CH:45]=[CH:44][CH:43]=2)[OH:48])[CH:21]=1)([C:14]([CH3:16])([CH3:17])[CH3:15])([C:2]1[CH:7]=[CH:6][CH:5]=[CH:4][CH:3]=1)[C:8]1[CH:13]=[CH:12][CH:11]=[CH:10][CH:9]=1. The catalyst class is: 1. (7) Reactant: [N+:1]([C:4]1[CH:9]=[CH:8][C:7]([N:10]2[CH2:15][CH2:14][NH:13][CH2:12][CH2:11]2)=[CH:6][CH:5]=1)([O-:3])=[O:2].C(N(CC)CC)C.[CH3:23][S:24](Cl)(=[O:26])=[O:25].C(=O)(O)[O-].[Na+]. Product: [N+:1]([C:4]1[CH:5]=[CH:6][C:7]([N:10]2[CH2:15][CH2:14][N:13]([S:24]([CH3:23])(=[O:26])=[O:25])[CH2:12][CH2:11]2)=[CH:8][CH:9]=1)([O-:3])=[O:2]. The catalyst class is: 4. (8) Reactant: Br[C:2]1[CH:10]=[CH:9][C:5]([C:6]([OH:8])=[O:7])=[C:4]([CH3:11])[CH:3]=1.C([Li])CCC.CN(C)[CH:19]=[O:20]. Product: [CH:19]([C:2]1[CH:10]=[CH:9][C:5]([C:6]([OH:8])=[O:7])=[C:4]([CH3:11])[CH:3]=1)=[O:20]. The catalyst class is: 7.